Task: Regression. Given a peptide amino acid sequence and an MHC pseudo amino acid sequence, predict their binding affinity value. This is MHC class II binding data.. Dataset: Peptide-MHC class II binding affinity with 134,281 pairs from IEDB (1) The peptide sequence is NGRLITANPVVTKKE. The MHC is DRB1_0401 with pseudo-sequence DRB1_0401. The binding affinity (normalized) is 0.460. (2) The peptide sequence is DAYVATLTEALRVIA. The MHC is DRB1_0802 with pseudo-sequence DRB1_0802. The binding affinity (normalized) is 0.491. (3) The peptide sequence is GPGSTGLNITGVTCG. The MHC is HLA-DQA10201-DQB10202 with pseudo-sequence HLA-DQA10201-DQB10202. The binding affinity (normalized) is 0. (4) The peptide sequence is VIIMDEAHFLDPASI. The MHC is DRB3_0202 with pseudo-sequence DRB3_0202. The binding affinity (normalized) is 0.706. (5) The peptide sequence is GLGWYKIEIDQDHQE. The MHC is HLA-DPA10301-DPB10402 with pseudo-sequence HLA-DPA10301-DPB10402. The binding affinity (normalized) is 0.330. (6) The peptide sequence is EKKYFANTQFEPLAA. The MHC is HLA-DPA10103-DPB10401 with pseudo-sequence HLA-DPA10103-DPB10401. The binding affinity (normalized) is 1.00.